This data is from Forward reaction prediction with 1.9M reactions from USPTO patents (1976-2016). The task is: Predict the product of the given reaction. (1) Given the reactants C(N(CC)CC)C.[NH:8]1[CH2:15][CH2:14][CH2:13][C@H:9]1[C:10]([NH2:12])=[O:11].[NH:16]([C:36]([O:38][C:39]([CH3:42])([CH3:41])[CH3:40])=[O:37])[C@H:17]([C:26](ON1C(=O)CCC1=O)=[O:27])[CH2:18][C:19]1[CH:24]=[CH:23][C:22]([I:25])=[CH:21][CH:20]=1, predict the reaction product. The product is: [NH:16]([C:36]([O:38][C:39]([CH3:42])([CH3:41])[CH3:40])=[O:37])[C@H:17]([C:26]([N:8]1[CH2:15][CH2:14][CH2:13][C@H:9]1[C:10]([NH2:12])=[O:11])=[O:27])[CH2:18][C:19]1[CH:20]=[CH:21][C:22]([I:25])=[CH:23][CH:24]=1. (2) Given the reactants [CH3:1][O:2]C1C(OC)=CC(N)=CC=1.Cl[C:13]1[CH:18]=[CH:17][C:16]([O:19][CH3:20])=[CH:15][C:14]=1[NH:21][C:22](=[O:24])[CH3:23], predict the reaction product. The product is: [CH3:1][O:2][C:18]1[CH:13]=[C:14]([NH:21][C:22](=[O:24])[CH3:23])[CH:15]=[C:16]([O:19][CH3:20])[CH:17]=1. (3) The product is: [C:1]([O:5][C:6]([N:8]1[CH2:13][CH2:12][CH:11]([NH:14][CH2:20][C:19]2[CH:22]=[CH:23][C:16]([F:15])=[C:17]([N+:24]([O-:26])=[O:25])[CH:18]=2)[CH2:10][CH2:9]1)=[O:7])([CH3:4])([CH3:2])[CH3:3]. Given the reactants [C:1]([O:5][C:6]([N:8]1[CH2:13][CH2:12][CH:11]([NH2:14])[CH2:10][CH2:9]1)=[O:7])([CH3:4])([CH3:3])[CH3:2].[F:15][C:16]1[CH:23]=[CH:22][C:19]([CH:20]=O)=[CH:18][C:17]=1[N+:24]([O-:26])=[O:25].[BH4-].[Na+].C(O)(=O)C, predict the reaction product. (4) Given the reactants [N-:1]=[N+:2]=[N-:3].[Na+].[C:5]1([CH3:15])[CH:10]=[CH:9][C:8]([S:11](Cl)(=[O:13])=[O:12])=[CH:7][CH:6]=1.[Cl-].[Na+], predict the reaction product. The product is: [C:5]1([CH3:15])[CH:10]=[CH:9][C:8]([S:11]([N:1]=[N+:2]=[N-:3])(=[O:13])=[O:12])=[CH:7][CH:6]=1. (5) Given the reactants [H-].[Na+].[I-].[CH3:4][S+](C)C.[S:8]1[CH:12]=[CH:11][N:10]=[C:9]1[C:13]1[CH:20]=[CH:19][C:16]([CH:17]=[O:18])=[CH:15][CH:14]=1.O, predict the reaction product. The product is: [O:18]1[CH2:4][CH:17]1[C:16]1[CH:15]=[CH:14][C:13]([C:9]2[S:8][CH:12]=[CH:11][N:10]=2)=[CH:20][CH:19]=1. (6) Given the reactants C(=O)([O-])[O-].[K+].[K+].[CH:7]([C:10]1[N:14]=[C:13]([N:15]2[CH2:20][CH2:19][N:18]([C:21]3[N:26]=[CH:25][C:24]([OH:27])=[CH:23][N:22]=3)[C@H:17]([CH3:28])[CH2:16]2)[O:12][N:11]=1)([CH3:9])[CH3:8].Cl[CH2:30][C:31]1[C:36]([C:37]#[N:38])=[CH:35][N:34]=[CH:33][CH:32]=1, predict the reaction product. The product is: [CH:7]([C:10]1[N:14]=[C:13]([N:15]2[CH2:20][CH2:19][N:18]([C:21]3[N:26]=[CH:25][C:24]([O:27][CH2:30][C:31]4[C:36]([C:37]#[N:38])=[CH:35][N:34]=[CH:33][CH:32]=4)=[CH:23][N:22]=3)[C@H:17]([CH3:28])[CH2:16]2)[O:12][N:11]=1)([CH3:9])[CH3:8].